The task is: Predict the reaction yield, written as a fraction of the theoretical maximum amount of product (1.0 means a 100% yield; for example, 0.34 means a 34% yield).. This data is from Reaction yield outcomes from USPTO patents with 853,638 reactions. (1) The reactants are [CH3:1][O:2][C:3](=[O:15])[C:4](Br)=[N:5][NH:6][C:7]1[CH:12]=[CH:11][C:10]([Cl:13])=[CH:9][CH:8]=1.[I:16][C:17]1[CH:22]=[CH:21][C:20]([N:23]2[CH2:28][CH2:27][CH:26]=[C:25]([N:29]3[CH2:34][CH2:33][O:32][CH2:31][CH2:30]3)[C:24]2=[O:35])=[CH:19][CH:18]=1.C(N(CC)CC)C.O. The catalyst is C1(C)C=CC=CC=1.CCOC(C)=O. The product is [CH3:1][O:2][C:3]([C:4]1[CH:26]2[C:25]([N:29]3[CH2:30][CH2:31][O:32][CH2:33][CH2:34]3)([C:24](=[O:35])[N:23]([C:20]3[CH:21]=[CH:22][C:17]([I:16])=[CH:18][CH:19]=3)[CH2:28][CH2:27]2)[N:6]([C:7]2[CH:12]=[CH:11][C:10]([Cl:13])=[CH:9][CH:8]=2)[N:5]=1)=[O:15]. The yield is 0.950. (2) The reactants are [C:1]([O:7][CH2:8][N:9]1[C:18](=[O:19])[C:17]2[C:12](=[CH:13][C:14]([O:21][CH3:22])=[CH:15][C:16]=2[OH:20])[N:11]=[CH:10]1)(=[O:6])[C:2]([CH3:5])([CH3:4])[CH3:3].O[CH:24]1[CH2:29][CH2:28][N:27]([CH3:30])[CH2:26][CH2:25]1.C1(P(C2C=CC=CC=2)C2C=CC=CC=2)C=CC=CC=1.N(C(OC(C)(C)C)=O)=NC(OC(C)(C)C)=O. The catalyst is ClCCl. The product is [C:1]([O:7][CH2:8][N:9]1[C:18](=[O:19])[C:17]2[C:12](=[CH:13][C:14]([O:21][CH3:22])=[CH:15][C:16]=2[O:20][CH:24]2[CH2:29][CH2:28][N:27]([CH3:30])[CH2:26][CH2:25]2)[N:11]=[CH:10]1)(=[O:6])[C:2]([CH3:5])([CH3:4])[CH3:3]. The yield is 0.560. (3) The product is [Br:2][CH:3]([C:13]([O:15][C:16]([CH3:19])([CH3:18])[CH3:17])=[O:14])[CH2:4][CH2:5][NH2:6]. The yield is 0.930. The catalyst is O1CCOCC1.O. The reactants are Br.[Br:2][CH2:3][CH2:4][CH2:5][NH2:6].C([O-])([O-])=O.[K+].[K+].[C:13](O[C:13]([O:15][C:16]([CH3:19])([CH3:18])[CH3:17])=[O:14])([O:15][C:16]([CH3:19])([CH3:18])[CH3:17])=[O:14]. (4) The reactants are C(OC(=O)[NH:10][CH2:11][CH:12]1[CH2:16][C:15]2[CH:17]=[CH:18][CH:19]=[C:20]([C:21]3[CH:26]=[CH:25][C:24]([F:27])=[CH:23][C:22]=3[F:28])[C:14]=2[O:13]1)C1C=CC=CC=1. The catalyst is [Pd]. The product is [F:28][C:22]1[CH:23]=[C:24]([F:27])[CH:25]=[CH:26][C:21]=1[C:20]1[C:14]2[O:13][CH:12]([CH2:11][NH2:10])[CH2:16][C:15]=2[CH:17]=[CH:18][CH:19]=1. The yield is 0.430. (5) The reactants are [F:1][C:2]1([F:30])[CH2:7][CH2:6][N:5]([C:8]([C:10]2[NH:11][C:12]3[C:17]([CH:18]=2)=[CH:16][C:15]([C:19]([N:21]2[CH2:26][CH2:25][N:24]([CH:27]([CH3:29])[CH3:28])[CH2:23][CH2:22]2)=[O:20])=[CH:14][CH:13]=3)=[O:9])[CH2:4][CH2:3]1.[CH:31]1(B(O)O)[CH2:34][CH2:33][CH2:32]1.N1C=CC=CC=1. The catalyst is C(Cl)(Cl)Cl.C([O-])(=O)C.[Cu+2].C([O-])(=O)C. The product is [CH:31]1([N:11]2[C:12]3[C:17](=[CH:16][C:15]([C:19]([N:21]4[CH2:22][CH2:23][N:24]([CH:27]([CH3:28])[CH3:29])[CH2:25][CH2:26]4)=[O:20])=[CH:14][CH:13]=3)[CH:18]=[C:10]2[C:8]([N:5]2[CH2:6][CH2:7][C:2]([F:1])([F:30])[CH2:3][CH2:4]2)=[O:9])[CH2:34][CH2:33][CH2:32]1. The yield is 0.140. (6) The reactants are [F:1][C:2]([F:25])([F:24])[C:3]1[N:4]=[CH:5][C:6]([NH:9][C@@H:10]2[CH2:15][C@@H:14]3[N:16](C(OC(C)(C)C)=O)[C@H:11]2[CH2:12][CH2:13]3)=[N:7][CH:8]=1.Cl.C(OC(C)C)(=O)C.C(=O)([O-])[O-].[Na+].[Na+]. The catalyst is CC(O)C. The product is [F:25][C:2]([F:1])([F:24])[C:3]1[N:4]=[CH:5][C:6]([NH:9][C@@H:10]2[CH2:15][C@@H:14]3[NH:16][C@H:11]2[CH2:12][CH2:13]3)=[N:7][CH:8]=1. The yield is 0.990. (7) The reactants are [NH4+].[OH-].S[C:4]1[N:5]=[C:6]([OH:14])[C:7]2[C@H:12]([CH3:13])[CH2:11][CH2:10][C:8]=2[N:9]=1. The catalyst is [Ni].O. The product is [CH3:13][C@H:12]1[C:7]2[C:6]([OH:14])=[N:5][CH:4]=[N:9][C:8]=2[CH2:10][CH2:11]1. The yield is 0.990. (8) The reactants are [CH3:1][C:2]1[N:7]=[C:6]([SH:8])[N:5]=[C:4]([OH:9])[CH:3]=1.C(=O)([O-])[O-].[K+].[K+].Br[CH2:17][C:18]1[N:22]([CH:23]([CH3:25])[CH3:24])[C:21]2[CH:26]=[CH:27][CH:28]=[CH:29][C:20]=2[N:19]=1. The catalyst is CN(C=O)C. The product is [CH3:1][C:2]1[N:7]=[C:6]([S:8][CH2:17][C:18]2[N:22]([CH:23]([CH3:25])[CH3:24])[C:21]3[CH:26]=[CH:27][CH:28]=[CH:29][C:20]=3[N:19]=2)[N:5]=[C:4]([OH:9])[CH:3]=1. The yield is 0.410. (9) The reactants are Br[C:2]1[CH:3]=[CH:4][C:5]2[C:13]3[O:12][N:11]=[C:10]([C:14]4[CH:19]=[CH:18][C:17]([O:20][C:21]([F:24])([F:23])[F:22])=[CH:16][CH:15]=4)[C:9]=3[CH2:8][CH2:7][C:6]=2[CH:25]=1.[CH2:26]([Sn](CCCC)(CCCC)C=C)[CH2:27]CC. The catalyst is C1(C)C=CC=CC=1.C1C=CC(P(C2C=CC=CC=2)[C-]2C=CC=C2)=CC=1.C1C=CC(P(C2C=CC=CC=2)[C-]2C=CC=C2)=CC=1.[Cl-].[Cl-].[Fe+2].[Pd+2]. The product is [F:23][C:21]([F:24])([F:22])[O:20][C:17]1[CH:18]=[CH:19][C:14]([C:10]2[C:9]3[CH2:8][CH2:7][C:6]4[CH:25]=[C:2]([CH:26]=[CH2:27])[CH:3]=[CH:4][C:5]=4[C:13]=3[O:12][N:11]=2)=[CH:15][CH:16]=1. The yield is 0.570. (10) The reactants are C(NC(C)C)(C)C.C([Li])CCCCC.[CH3:15][P:16](=[O:21])([O:19][CH3:20])[O:17][CH3:18].[O:22]=[C:23]1[CH2:27][CH2:26][CH2:25][N:24]1[C:28]([O:30][C:31]([CH3:34])([CH3:33])[CH3:32])=[O:29].S(=O)(=O)(O)O. The catalyst is C1COCC1. The product is [C:31]([O:30][C:28]([NH:24][CH2:25][CH2:26][CH2:27][C:23](=[O:22])[CH2:15][P:16](=[O:21])([O:19][CH3:20])[O:17][CH3:18])=[O:29])([CH3:34])([CH3:33])[CH3:32]. The yield is 0.800.